This data is from Retrosynthesis with 50K atom-mapped reactions and 10 reaction types from USPTO. The task is: Predict the reactants needed to synthesize the given product. Given the product CC(C)(C)OC(=O)N1CCc2c(n(-c3ccccc3)c3ccccc23)C1, predict the reactants needed to synthesize it. The reactants are: Brc1ccccc1.CC(C)(C)OC(=O)N1CCc2c([nH]c3ccccc23)C1.